This data is from Catalyst prediction with 721,799 reactions and 888 catalyst types from USPTO. The task is: Predict which catalyst facilitates the given reaction. (1) Reactant: Cl.[CH3:2][C:3]1[C:11]([C:12](=[S:14])[NH2:13])=[C:6]2[CH:7]=[CH:8][CH:9]=[CH:10][N:5]2[N:4]=1.Cl[CH:16]([C:22]([CH:24]1[CH2:29][CH2:28][CH2:27][CH2:26][CH2:25]1)=O)[C:17]([O:19][CH2:20][CH3:21])=[O:18]. Product: [CH:24]1([C:22]2[N:13]=[C:12]([C:11]3[C:3]([CH3:2])=[N:4][N:5]4[CH:10]=[CH:9][CH:8]=[CH:7][C:6]=34)[S:14][C:16]=2[C:17]([O:19][CH2:20][CH3:21])=[O:18])[CH2:29][CH2:28][CH2:27][CH2:26][CH2:25]1. The catalyst class is: 41. (2) Reactant: [Br:1][C:2]1[CH:8]=[CH:7][C:5]([NH2:6])=[C:4]([N+:9]([O-:11])=[O:10])[C:3]=1[F:12].[OH-].[Na+].Cl[O-].[Na+]. Product: [Br:1][C:2]1[CH:8]=[CH:7][C:5]2[C:4]([C:3]=1[F:12])=[N+:9]([O-:11])[O:10][N:6]=2. The catalyst class is: 107. (3) The catalyst class is: 1. Product: [C@@H:11]1([O:34][C@@H:35]2[C@@H:40]([CH2:41][OH:42])[O:39][C@H:38]([O:50][C@@H:51]3[C@@H:80]([OH:81])[C@H:79]([OH:89])[C@@H:78]([CH2:97][OH:98])[O:77][C@@H:52]3[O:53][CH2:54][CH2:55][CH2:56][CH2:57][CH2:58][NH2:59])[C@H:37]([OH:106])[C@H:36]2[OH:114])[O:12][C@H:13]([CH2:25][OH:26])[C@@H:14]([OH:17])[C@H:15]([OH:16])[C@H:10]1[OH:9]. Reactant: C([O:9][C@@H:10]1[C@@H:15]([OH:16])[C@H:14]([O:17]CC2C=CC=CC=2)[C@@H:13]([CH2:25][O:26]CC2C=CC=CC=2)[O:12][C@H:11]1[O:34][C@@H:35]1[C@@H:40]([CH2:41][O:42]CC2C=CC=CC=2)[O:39][C@H:38]([O:50][C@@H:51]2[C@@H:80]([O:81]CC3C=CC=CC=3)[C@H:79]([O:89]CC3C=CC=CC=3)[C@@H:78]([CH2:97][O:98]CC3C=CC=CC=3)[O:77][C@@H:52]2[O:53][CH2:54][CH2:55][CH2:56][CH2:57][CH:58](C(OCC2C=CC=CC=2)=O)[NH:59]CC2C=CC=CC=2)[C@H:37]([O:106]CC2C=CC=CC=2)[C@H:36]1[OH:114])(=O)C1C=CC=CC=1. (4) Reactant: C(S[C:4]1[CH:5]=[C:6]2[C:11](=[CH:12][C:13]=1[O:14][CH3:15])[N:10]=[C:9]([C:16]1[CH:21]=[CH:20][CH:19]=[C:18]([C:22]([F:25])([F:24])[F:23])[CH:17]=1)[C:8]([CH3:26])=[C:7]2[C:27]([O:29][CH3:30])=[O:28])C.Cl[C:32]1C=C(C=C[CH:41]=1)C(OO)=O.C([O-])(O)=O.[Na+].[O-:47][S:48]([O-:51])(=S)=O.[Na+].[Na+]. Product: [CH2:32]([S:48]([C:4]1[CH:5]=[C:6]2[C:11](=[CH:12][C:13]=1[O:14][CH3:15])[N:10]=[C:9]([C:16]1[CH:21]=[CH:20][CH:19]=[C:18]([C:22]([F:23])([F:24])[F:25])[CH:17]=1)[C:8]([CH3:26])=[C:7]2[C:27]([O:29][CH3:30])=[O:28])(=[O:51])=[O:47])[CH3:41]. The catalyst class is: 4. (5) Reactant: [OH:1][CH2:2][CH2:3][N:4]1[CH2:8][CH2:7][CH2:6][CH2:5]1.[Br:9][C:10]1[CH:11]=[N:12][C:13](Cl)=[N:14][CH:15]=1.[H-].[Na+]. Product: [Br:9][C:10]1[CH:11]=[N:12][C:13]([O:1][CH2:2][CH2:3][N:4]2[CH2:8][CH2:7][CH2:6][CH2:5]2)=[N:14][CH:15]=1. The catalyst class is: 3. (6) Reactant: [CH3:1][C:2]1([CH3:34])[O:6][C@@H:5]2[C:7]([CH2:13][O:14][C:15]([C:28]3[CH:33]=[CH:32][CH:31]=[CH:30][CH:29]=3)([C:22]3[CH:27]=[CH:26][CH:25]=[CH:24][CH:23]=3)[C:16]3[CH:21]=[CH:20][CH:19]=[CH:18][CH:17]=3)=[CH:8][C@@H:9]([C@H:10]3[CH2:12][O:11]3)[C@@H:4]2[O:3]1.[NH3:35]. Product: [NH2:35][CH2:12][C@H:10]([C@H:9]1[C@H:4]2[C@H:5]([O:6][C:2]([CH3:34])([CH3:1])[O:3]2)[C:7]([CH2:13][O:14][C:15]([C:28]2[CH:33]=[CH:32][CH:31]=[CH:30][CH:29]=2)([C:22]2[CH:27]=[CH:26][CH:25]=[CH:24][CH:23]=2)[C:16]2[CH:21]=[CH:20][CH:19]=[CH:18][CH:17]=2)=[CH:8]1)[OH:11]. The catalyst class is: 5.